From a dataset of Full USPTO retrosynthesis dataset with 1.9M reactions from patents (1976-2016). Predict the reactants needed to synthesize the given product. (1) The reactants are: [CH:1]1([CH2:4][C:5]([NH:7][NH:8][C:9]2[C:14]([C:15]([F:18])([F:17])[F:16])=[C:13]([NH:19][CH2:20][C@H:21]3[CH2:23][C@@H:22]3[C:24]3[CH:29]=[CH:28][C:27]([F:30])=[CH:26][CH:25]=3)[CH:12]=[CH:11][N:10]=2)=O)[CH2:3][CH2:2]1.CC[N+](S(N=C(OC)[O-])(=O)=O)(CC)CC. Given the product [CH:1]1([CH2:4][C:5]2[N:10]3[CH:11]=[CH:12][C:13]([NH:19][CH2:20][C@H:21]4[CH2:23][C@@H:22]4[C:24]4[CH:29]=[CH:28][C:27]([F:30])=[CH:26][CH:25]=4)=[C:14]([C:15]([F:18])([F:17])[F:16])[C:9]3=[N:8][N:7]=2)[CH2:3][CH2:2]1, predict the reactants needed to synthesize it. (2) Given the product [N+:12]([C:5]1[CH:4]=[C:3]([CH2:2][N:19]2[CH2:20][C@@H:15]3[CH2:21][C@H:18]2[CH2:17][N:16]3[C:22]([O:24][C:25]([CH3:28])([CH3:27])[CH3:26])=[O:23])[C:11]2[O:10][CH:9]=[CH:8][C:7]=2[CH:6]=1)([O-:14])=[O:13], predict the reactants needed to synthesize it. The reactants are: Br[CH2:2][C:3]1[C:11]2[O:10][CH:9]=[CH:8][C:7]=2[CH:6]=[C:5]([N+:12]([O-:14])=[O:13])[CH:4]=1.[C@H:15]12[CH2:21][C@H:18]([NH:19][CH2:20]1)[CH2:17][N:16]2[C:22]([O:24][C:25]([CH3:28])([CH3:27])[CH3:26])=[O:23]. (3) Given the product [CH3:32][C:31]1[C:22]2[C:7]3[CH2:6][O:5][CH:4]([CH:8]4[CH2:9][CH2:10][N:11]([C:14]([O:16][C:17]([CH3:20])([CH3:19])[CH3:18])=[O:15])[CH2:12][CH2:13]4)[CH2:3][C:2]=3[O:1][C:24](=[O:25])[C:23]=2[CH:28]=[CH:29][CH:30]=1, predict the reactants needed to synthesize it. The reactants are: [O:1]=[C:2]1[CH2:7][CH2:6][O:5][CH:4]([CH:8]2[CH2:13][CH2:12][N:11]([C:14]([O:16][C:17]([CH3:20])([CH3:19])[CH3:18])=[O:15])[CH2:10][CH2:9]2)[CH2:3]1.Br[C:22]1[C:31]([CH3:32])=[CH:30][CH:29]=[CH:28][C:23]=1[C:24](OC)=[O:25].C([O-])([O-])=O.[Cs+].[Cs+].CC1(C)C2C(=C(P(C3C=CC=CC=3)C3C=CC=CC=3)C=CC=2)OC2C(P(C3C=CC=CC=3)C3C=CC=CC=3)=CC=CC1=2. (4) Given the product [CH2:23]([C:20]1[CH:19]=[CH:18][C:17]([CH2:15][C:14]2[C:9]([OH:8])=[N:10][CH:11]=[CH:12][CH:13]=2)=[CH:22][CH:21]=1)[CH3:24], predict the reactants needed to synthesize it. The reactants are: C([O:8][C:9]1[C:14]([CH:15]([C:17]2[CH:22]=[CH:21][C:20]([CH2:23][CH3:24])=[CH:19][CH:18]=2)O)=[CH:13][CH:12]=[CH:11][N:10]=1)C1C=CC=CC=1.Cl. (5) Given the product [F:9][C:6]1[CH:7]=[CH:8][C:3]([O:2][CH3:1])=[C:4]([C:14]2[CH:19]=[CH:18][CH:17]=[CH:16][C:15]=2[C:20]([F:23])([F:22])[F:21])[CH:5]=1, predict the reactants needed to synthesize it. The reactants are: [CH3:1][O:2][C:3]1[CH:8]=[CH:7][C:6]([F:9])=[CH:5][C:4]=1B(O)O.Br[C:14]1[CH:19]=[CH:18][CH:17]=[CH:16][C:15]=1[C:20]([F:23])([F:22])[F:21]. (6) Given the product [CH2:29]([N:14]([CH2:12][CH3:13])[CH2:15][CH2:16][NH:17][C:18]([C:20]1[C:24]([CH3:25])=[C:23]([CH:26]=[C:5]2[C:4]3[C:8](=[CH:9][CH:10]=[C:2]([Cl:1])[CH:3]=3)[NH:7][C:6]2=[O:11])[NH:22][C:21]=1[CH3:28])=[O:19])[CH3:30], predict the reactants needed to synthesize it. The reactants are: [Cl:1][C:2]1[CH:3]=[C:4]2[C:8](=[CH:9][CH:10]=1)[NH:7][C:6](=[O:11])[CH2:5]2.[CH2:12]([N:14]([CH2:29][CH3:30])[CH2:15][CH2:16][NH:17][C:18]([C:20]1[C:24]([CH3:25])=[C:23]([CH:26]=O)[NH:22][C:21]=1[CH3:28])=[O:19])[CH3:13].